This data is from Forward reaction prediction with 1.9M reactions from USPTO patents (1976-2016). The task is: Predict the product of the given reaction. Given the reactants Br[CH2:2][C:3]1[C:4]([C:21]2[CH:26]=[CH:25][CH:24]=[C:23]([C:27]([F:30])([F:29])[F:28])[CH:22]=2)=[N:5][C:6]2[C:11]([C:12]=1[C:13]([O:15][CH3:16])=[O:14])=[CH:10][C:9]([S:17]([CH3:20])(=[O:19])=[O:18])=[CH:8][CH:7]=2.Cl.[NH:32]1[CH2:37][CH2:36][C:35](=[O:38])[CH2:34][CH2:33]1.C(N(CC)C(C)C)(C)C, predict the reaction product. The product is: [CH3:20][S:17]([C:9]1[CH:10]=[C:11]2[C:6](=[CH:7][CH:8]=1)[N:5]=[C:4]([C:21]1[CH:26]=[CH:25][CH:24]=[C:23]([C:27]([F:28])([F:29])[F:30])[CH:22]=1)[C:3]([CH2:2][N:32]1[CH2:37][CH2:36][C:35](=[O:38])[CH2:34][CH2:33]1)=[C:12]2[C:13]([O:15][CH3:16])=[O:14])(=[O:19])=[O:18].